From a dataset of Catalyst prediction with 721,799 reactions and 888 catalyst types from USPTO. Predict which catalyst facilitates the given reaction. (1) Reactant: [C:1]([C:3]1[CH:8]=[CH:7][C:6]([NH:9][C:10]([C:12]2[CH:20]=[C:19]3[C:15]([CH2:16][CH2:17][N:18]3[S:21]([C:24]3[CH:29]=[CH:28][CH:27]=[C:26]([Cl:30])[CH:25]=3)(=[O:23])=[O:22])=[CH:14][CH:13]=2)=[O:11])=[CH:5][C:4]=1[C:31]([F:34])([F:33])[F:32])#[N:2].[N-:35]=[N+:36]=[N-:37].[Na+].[Cl-].[NH4+]. Product: [NH:35]1[C:1]([C:3]2[CH:8]=[CH:7][C:6]([NH:9][C:10]([C:12]3[CH:20]=[C:19]4[C:15]([CH2:16][CH2:17][N:18]4[S:21]([C:24]4[CH:29]=[CH:28][CH:27]=[C:26]([Cl:30])[CH:25]=4)(=[O:22])=[O:23])=[CH:14][CH:13]=3)=[O:11])=[CH:5][C:4]=2[C:31]([F:34])([F:32])[F:33])=[N:2][N:37]=[N:36]1. The catalyst class is: 9. (2) Reactant: [OH:1][CH:2]1[CH2:7][CH2:6][CH2:5][CH:4]([O:8][C:9]2[CH:14]=[CH:13][C:12]([N:15]3[C:20](=[O:21])[C:19]([CH2:22][C:23]4[CH:28]=[CH:27][C:26]([C:29]5[CH:34]=[CH:33][CH:32]=[CH:31][C:30]=5[C:35]5[NH:39][C:38](=[O:40])[O:37][N:36]=5)=[CH:25][CH:24]=4)=[C:18]([CH2:41][CH2:42][CH3:43])[N:17]=[C:16]3[CH3:44])=[CH:11][CH:10]=2)[CH2:3]1.CC(OI1(OC(C)=O)(OC(C)=O)OC(=O)C2C1=CC=CC=2)=O.C(OCC)(=O)C.S([O-])([O-])(=O)=S.[Na+].[Na+]. Product: [CH3:44][C:16]1[N:15]([C:12]2[CH:11]=[CH:10][C:9]([O:8][CH:4]3[CH2:5][CH2:6][CH2:7][C:2](=[O:1])[CH2:3]3)=[CH:14][CH:13]=2)[C:20](=[O:21])[C:19]([CH2:22][C:23]2[CH:28]=[CH:27][C:26]([C:29]3[CH:34]=[CH:33][CH:32]=[CH:31][C:30]=3[C:35]3[NH:39][C:38](=[O:40])[O:37][N:36]=3)=[CH:25][CH:24]=2)=[C:18]([CH2:41][CH2:42][CH3:43])[N:17]=1. The catalyst class is: 34. (3) Reactant: [OH:1][C:2]1[CH:11]=[C:10]2[C:5]([C:6]([O:12][C:13]3[CH:18]=[CH:17][C:16]([NH:19][C:20]([C:22]4[C:23](=[O:35])[N:24]([C:29]5[CH:34]=[CH:33][CH:32]=[CH:31][CH:30]=5)[N:25]([CH3:28])[C:26]=4[CH3:27])=[O:21])=[CH:15][CH:14]=3)=[CH:7][CH:8]=[N:9]2)=[CH:4][C:3]=1[O:36][CH3:37].[CH3:38][C@H:39]1[CH2:41][O:40]1.C([O-])([O-])=O.[K+].[K+]. Product: [OH:40][C@@H:39]([CH3:41])[CH2:38][O:1][C:2]1[CH:11]=[C:10]2[C:5]([C:6]([O:12][C:13]3[CH:14]=[CH:15][C:16]([NH:19][C:20]([C:22]4[C:23](=[O:35])[N:24]([C:29]5[CH:30]=[CH:31][CH:32]=[CH:33][CH:34]=5)[N:25]([CH3:28])[C:26]=4[CH3:27])=[O:21])=[CH:17][CH:18]=3)=[CH:7][CH:8]=[N:9]2)=[CH:4][C:3]=1[O:36][CH3:37]. The catalyst class is: 18.